From a dataset of Peptide-MHC class I binding affinity with 185,985 pairs from IEDB/IMGT. Regression. Given a peptide amino acid sequence and an MHC pseudo amino acid sequence, predict their binding affinity value. This is MHC class I binding data. (1) The peptide sequence is GTEEIKSLY. The MHC is HLA-B39:01 with pseudo-sequence HLA-B39:01. The binding affinity (normalized) is 0.0847. (2) The peptide sequence is LSVQQGIVR. The MHC is HLA-A11:01 with pseudo-sequence HLA-A11:01. The binding affinity (normalized) is 0.0162. (3) The peptide sequence is ATDYIASGQR. The MHC is HLA-A11:01 with pseudo-sequence HLA-A11:01. The binding affinity (normalized) is 0.603. (4) The peptide sequence is LAYLAGWII. The MHC is HLA-A02:01 with pseudo-sequence HLA-A02:01. The binding affinity (normalized) is 0.0847. (5) The MHC is HLA-B08:01 with pseudo-sequence HLA-B08:01. The peptide sequence is ILRKATRRL. The binding affinity (normalized) is 0.454. (6) The peptide sequence is SLIKEEILFV. The MHC is HLA-A02:02 with pseudo-sequence HLA-A02:02. The binding affinity (normalized) is 0.710. (7) The peptide sequence is FVKENERVNV. The MHC is HLA-A02:03 with pseudo-sequence HLA-A02:03. The binding affinity (normalized) is 0.772. (8) The peptide sequence is YMWLGARYL. The binding affinity (normalized) is 0.220. The MHC is BoLA-AW10 with pseudo-sequence YSEMYRERAGNFFVSNLYLWSMFYSMAEQNYRWY. (9) The peptide sequence is RYEFTAPFI. The MHC is HLA-A24:03 with pseudo-sequence HLA-A24:03. The binding affinity (normalized) is 1.00. (10) The peptide sequence is QQYHRFGLY. The MHC is HLA-B48:01 with pseudo-sequence HLA-B48:01. The binding affinity (normalized) is 0.0847.